Dataset: Antibody developability classification from SAbDab with 2,409 antibodies. Task: Regression/Classification. Given an antibody's heavy chain and light chain sequences, predict its developability. TAP uses regression for 5 developability metrics; SAbDab uses binary classification. The antibody is ['EVKLEESGGGLVKLGGSLKLSCAASGFTFSSYYMSWVRQTPEKRLELVAAINSNGGSTYYPDTVKGRFTISRDNAKNTLYLQMSSLKSEDTALYYCARGDYYGSSLYYYAMDYWGQGTSVTVSS', 'DIVLNQSPAIMSASPGEKVTMTCNSSSSVSYMHWYQHKPGSSPRLLIYDTSNLASGVPARFSGSGSGTSYSLTISRMEAEDAATYYCQQRSSYPLTFGAGTKLEIT']. Result: 0 (not developable).